Dataset: Catalyst prediction with 721,799 reactions and 888 catalyst types from USPTO. Task: Predict which catalyst facilitates the given reaction. Reactant: [H-].[Al+3].[Li+].[H-].[H-].[H-].[Br:7][C:8]1[C:17]([C:18](OC)=[O:19])=[C:16]2[C:11]([NH:12][C:13]([CH3:24])([CH3:23])[C:14](=[O:22])[NH:15]2)=[CH:10][CH:9]=1.C(OCC)(=O)C.Cl. Product: [Br:7][C:8]1[C:17]([CH2:18][OH:19])=[C:16]2[C:11]([NH:12][C:13]([CH3:24])([CH3:23])[C:14](=[O:22])[NH:15]2)=[CH:10][CH:9]=1. The catalyst class is: 30.